Dataset: Catalyst prediction with 721,799 reactions and 888 catalyst types from USPTO. Task: Predict which catalyst facilitates the given reaction. (1) Reactant: [N+:1]([C:4]1[CH:12]=[CH:11][CH:10]=[C:9]2[C:5]=1[CH2:6][CH2:7][CH:8]2[N:13]1[CH:18]=[CH:17][CH:16]=[C:15]([C:19]([NH:21][C:22]2[CH:27]=[CH:26][N:25]=[CH:24][CH:23]=2)=[O:20])[C:14]1=[O:28])([O-])=O.Cl[Sn]Cl. Product: [NH2:1][C:4]1[CH:12]=[CH:11][CH:10]=[C:9]2[C:5]=1[CH2:6][CH2:7][CH:8]2[N:13]1[CH:18]=[CH:17][CH:16]=[C:15]([C:19]([NH:21][C:22]2[CH:27]=[CH:26][N:25]=[CH:24][CH:23]=2)=[O:20])[C:14]1=[O:28]. The catalyst class is: 14. (2) Reactant: [F:1][C:2]1[CH:11]=[C:10]([C:12]2[C:13]([CH3:49])([CH3:48])[C@H:14]3[C@:27]([CH3:30])([CH2:28][CH:29]=2)[C@@H:26]2[C@:17]([CH3:47])([C@@:18]4([CH3:46])[C@H:23]([CH2:24][CH2:25]2)[C@H:22]2[C@H:31]([C:34]([CH3:36])=[CH2:35])[CH2:32][CH2:33][C@:21]2([NH:37][CH2:38][CH2:39][N:40]2[CH2:45][CH2:44][O:43][CH2:42][CH2:41]2)[CH2:20][CH2:19]4)[CH2:16][CH2:15]3)[CH:9]=[CH:8][C:3]=1[C:4]([O:6]C)=[O:5].[OH-].[Na+]. Product: [F:1][C:2]1[CH:11]=[C:10]([C:12]2[C:13]([CH3:49])([CH3:48])[C@H:14]3[C@:27]([CH3:30])([CH2:28][CH:29]=2)[C@@H:26]2[C@:17]([CH3:47])([C@@:18]4([CH3:46])[C@H:23]([CH2:24][CH2:25]2)[C@H:22]2[C@H:31]([C:34]([CH3:36])=[CH2:35])[CH2:32][CH2:33][C@:21]2([NH:37][CH2:38][CH2:39][N:40]2[CH2:45][CH2:44][O:43][CH2:42][CH2:41]2)[CH2:20][CH2:19]4)[CH2:16][CH2:15]3)[CH:9]=[CH:8][C:3]=1[C:4]([OH:6])=[O:5]. The catalyst class is: 12. (3) Reactant: [CH3:1][C:2]1[C:7]2[O:8][CH2:9][C:10](=[O:12])[NH:11][C:6]=2[N:5]=[C:4]([C:13]([OH:15])=O)[CH:3]=1.Cl.[CH3:17][NH:18][O:19][CH3:20].CCN=C=NCCCN(C)C.C1C=CC2N(O)N=NC=2C=1.C([O-])(O)=O.[Na+]. Product: [CH3:20][O:19][N:18]([CH3:17])[C:13]([C:4]1[CH:3]=[C:2]([CH3:1])[C:7]2[O:8][CH2:9][C:10](=[O:12])[NH:11][C:6]=2[N:5]=1)=[O:15]. The catalyst class is: 338.